This data is from Full USPTO retrosynthesis dataset with 1.9M reactions from patents (1976-2016). The task is: Predict the reactants needed to synthesize the given product. Given the product [N:15]1([S:59]([NH:62][C:36](=[O:38])[C:35]2[CH:39]=[C:31]([CH:28]3[CH2:30][CH2:29]3)[C:32]([O:41][C@@H:42]3[CH2:47][CH2:46][CH2:45][N:44]([C:48]4[CH:49]=[C:50]([Cl:55])[CH:51]=[C:52]([Cl:54])[CH:53]=4)[CH2:43]3)=[CH:33][C:34]=2[F:40])(=[O:61])=[O:60])[CH2:19][CH2:20][CH2:25]1, predict the reactants needed to synthesize it. The reactants are: ClC1C(O[C@@H]2CCC[N:15]([CH2:19][C:20]3[CH:25]=CC(F)=CC=3Cl)C2)=CC(F)=C(C=1)C(O)=O.[CH:28]1([C:31]2[C:32]([O:41][C@@H:42]3[CH2:47][CH2:46][CH2:45][N:44]([C:48]4[CH:53]=[C:52]([Cl:54])[CH:51]=[C:50]([Cl:55])[CH:49]=4)[CH2:43]3)=[CH:33][C:34]([F:40])=[C:35]([CH:39]=2)[C:36]([OH:38])=O)[CH2:30][CH2:29]1.C1([S:59]([NH2:62])(=[O:61])=[O:60])CC1.